This data is from Forward reaction prediction with 1.9M reactions from USPTO patents (1976-2016). The task is: Predict the product of the given reaction. (1) Given the reactants [C:1]1(=O)[CH2:6][CH2:5][CH2:4][CH2:3][CH2:2]1.C(O[BH-](OC(=O)C)OC(=O)C)(=O)C.[Na+].[Cl:22][C:23]1[CH:28]=[CH:27][C:26]([C:29]2[CH:30]=[CH:31][C:32]([C:35]#[C:36][C:37]3[CH:50]=[CH:49][C:40]([O:41][CH2:42][CH2:43][NH:44][CH2:45][CH:46]4[CH2:48][CH2:47]4)=[C:39]([CH3:51])[CH:38]=3)=[N:33][CH:34]=2)=[CH:25][CH:24]=1.C([BH3-])#N.[Na+], predict the reaction product. The product is: [Cl:22][C:23]1[CH:24]=[CH:25][C:26]([C:29]2[CH:30]=[CH:31][C:32]([C:35]#[C:36][C:37]3[CH:50]=[CH:49][C:40]([O:41][CH2:42][CH2:43][N:44]([CH:1]4[CH2:6][CH2:5][CH2:4][CH2:3][CH2:2]4)[CH2:45][CH:46]4[CH2:48][CH2:47]4)=[C:39]([CH3:51])[CH:38]=3)=[N:33][CH:34]=2)=[CH:27][CH:28]=1. (2) Given the reactants [Br:1][C:2]1[CH:3]=[N:4][N:5]([CH2:7][C:8]2[CH:9]=[C:10]([CH:15]=[CH:16][CH:17]=2)C(OC)=O)[CH:6]=1.BrCC1C=C(C=CC=1)C(OC)=O.BrC(C1C=CC=CC=1)[C:32]([O:34][CH2:35][CH3:36])=[O:33], predict the reaction product. The product is: [Br:1][C:2]1[CH:3]=[N:4][N:5]([CH:7]([C:8]2[CH:17]=[CH:16][CH:15]=[CH:10][CH:9]=2)[C:32]([O:34][CH2:35][CH3:36])=[O:33])[CH:6]=1. (3) The product is: [CH2:26]([C:25]1[CH:24]=[CH:23][CH:22]=[C:21]([CH2:28][CH3:29])[C:20]=1[NH:19][C:17]([C:13]1[C:9]2[CH2:10][CH2:11][CH2:12][C:5]3[C:6](=[N:7][C:2]([NH:1][C:31]4[CH:43]=[CH:42][C:34]([C:35]([O:37][C:38]([CH3:40])([CH3:41])[CH3:39])=[O:36])=[CH:33][C:32]=4[O:44][CH3:45])=[N:3][CH:4]=3)[C:8]=2[N:15]([CH3:16])[N:14]=1)=[O:18])[CH3:27]. Given the reactants [NH2:1][C:2]1[N:7]=[C:6]2[C:8]3[N:15]([CH3:16])[N:14]=[C:13]([C:17]([NH:19][C:20]4[C:25]([CH2:26][CH3:27])=[CH:24][CH:23]=[CH:22][C:21]=4[CH2:28][CH3:29])=[O:18])[C:9]=3[CH2:10][CH2:11][CH2:12][C:5]2=[CH:4][N:3]=1.I[C:31]1[CH:43]=[CH:42][C:34]([C:35]([O:37][C:38]([CH3:41])([CH3:40])[CH3:39])=[O:36])=[CH:33][C:32]=1[O:44][CH3:45].C([O-])([O-])=O.[Cs+].[Cs+].CC1(C)C2C(=C(P(C3C=CC=CC=3)C3C=CC=CC=3)C=CC=2)OC2C(P(C3C=CC=CC=3)C3C=CC=CC=3)=CC=CC1=2, predict the reaction product. (4) Given the reactants Cl[C:2]1[CH:9]=[C:8]([F:10])[CH:7]=[CH:6][C:3]=1[C:4]#[N:5].[NH2:11][C:12]1[CH:17]=[CH:16][CH:15]=[CH:14][C:13]=1B1OC(C)(C)C(C)(C)O1.C1C2CC3(N)CC(C2)CC1C3.Cl.C(=O)([O-])[O-].[Cs+].[Cs+], predict the reaction product. The product is: [F:10][C:8]1[CH:7]=[CH:6][C:3]2[C:2]([CH:9]=1)=[C:13]1[C:12]([CH:17]=[CH:16][CH:15]=[CH:14]1)=[N:11][C:4]=2[NH2:5]. (5) Given the reactants C([O-])(O)=O.[Na+].[NH2:6][C@@H:7]([C:11]([OH:13])=[O:12])[C@H:8]([CH3:10])[OH:9].[C:14](Cl)(=[O:26])[O:15][C:16]12[CH2:25][CH:20]3[CH2:21][CH:22]([CH2:24][CH:18]([CH2:19]3)[CH2:17]1)[CH2:23]2, predict the reaction product. The product is: [OH:9][C@@H:8]([CH3:10])[C@@H:7]([NH:6][C:14]([O:15][C:16]12[CH2:25][CH:20]3[CH2:19][CH:18]([CH2:24][CH:22]([CH2:21]3)[CH2:23]1)[CH2:17]2)=[O:26])[C:11]([OH:13])=[O:12]. (6) Given the reactants C[N:2]1[CH2:11][C:10](C)(C)[C:9]2[C:4](=CC(N)=C[CH:8]=2)[CH2:3]1.Cl[C:16]1[N:21]=[C:20]2[N:22]([CH3:36])[C:23](=[O:35])[N:24]([C:27]3[C:32]([Cl:33])=[CH:31][CH:30]=[CH:29][C:28]=3[Cl:34])[C:25](=[NH:26])[C:19]2=[CH:18][N:17]=1.ClC1N=C2NC(=O)[N:46]([C:49]3[C:54](Cl)=[CH:53][CH:52]=[CH:51][C:50]=3Cl)C(=N)C2=CN=1, predict the reaction product. The product is: [Cl:34][C:28]1[CH:29]=[CH:30][CH:31]=[C:32]([Cl:33])[C:27]=1[N:24]1[C:25](=[NH:26])[C:19]2[C:20](=[N:21][C:16]([NH:46][C:49]3[CH:50]=[C:51]4[C:52](=[CH:53][CH:54]=3)[C:3]3([CH2:4][CH2:9][CH2:8]3)[NH:2][CH2:11][CH2:10]4)=[N:17][CH:18]=2)[N:22]([CH3:36])[C:23]1=[O:35].